This data is from hERG potassium channel inhibition data for cardiac toxicity prediction from Karim et al.. The task is: Regression/Classification. Given a drug SMILES string, predict its toxicity properties. Task type varies by dataset: regression for continuous values (e.g., LD50, hERG inhibition percentage) or binary classification for toxic/non-toxic outcomes (e.g., AMES mutagenicity, cardiotoxicity, hepatotoxicity). Dataset: herg_karim. The drug is O=S(=O)(c1ccccc1)c1ccc(/C=C/c2ccc(F)cc2F)cc1. The result is 1 (blocker).